From a dataset of Peptide-MHC class I binding affinity with 185,985 pairs from IEDB/IMGT. Regression. Given a peptide amino acid sequence and an MHC pseudo amino acid sequence, predict their binding affinity value. This is MHC class I binding data. The peptide sequence is VTSLDVINY. The MHC is HLA-A33:01 with pseudo-sequence HLA-A33:01. The binding affinity (normalized) is 0.0337.